Dataset: Forward reaction prediction with 1.9M reactions from USPTO patents (1976-2016). Task: Predict the product of the given reaction. (1) Given the reactants F[P-](F)(F)(F)(F)F.N1(OC(N(C)C)=[N+](C)C)C2N=CC=CC=2N=N1.C(N(CC)CC)C.[CH:32]1([CH2:35][S:36]([NH:39][C:40]2[CH:41]=[C:42]3[C:47](=[CH:48][CH:49]=2)[CH2:46][NH:45][CH2:44][CH2:43]3)(=[O:38])=[O:37])[CH2:34][CH2:33]1.[N:50]1[CH:55]=[CH:54][CH:53]=[C:52]([O:56][CH2:57][C:58](O)=[O:59])[CH:51]=1, predict the reaction product. The product is: [CH:32]1([CH2:35][S:36]([NH:39][C:40]2[CH:41]=[C:42]3[C:47](=[CH:48][CH:49]=2)[CH2:46][N:45]([C:58](=[O:59])[CH2:57][O:56][C:52]2[CH:51]=[N:50][CH:55]=[CH:54][CH:53]=2)[CH2:44][CH2:43]3)(=[O:38])=[O:37])[CH2:33][CH2:34]1. (2) Given the reactants [Cl:1][C:2]1[CH:3]=[C:4]([C:9]2[CH2:10][C:11](=O)[N:12]([C:14]3[CH:23]=[CH:22][C:21]4[C:16](=[CH:17][CH:18]=[CH:19][CH:20]=4)[CH:15]=3)[N:13]=2)[CH:5]=[C:6]([Cl:8])[CH:7]=1.P(Br)(Br)[Br:26], predict the reaction product. The product is: [Br:26][C:11]1[N:12]([C:14]2[CH:23]=[CH:22][C:21]3[C:16](=[CH:17][CH:18]=[CH:19][CH:20]=3)[CH:15]=2)[N:13]=[C:9]([C:4]2[CH:3]=[C:2]([Cl:1])[CH:7]=[C:6]([Cl:8])[CH:5]=2)[CH:10]=1. (3) Given the reactants [C:1]([C:3]1[CH:8]=[CH:7][C:6]([CH:9]2[N:14]([CH:15]([CH3:19])[C:16]([OH:18])=O)[C:13](=[O:20])[N:12]([C:21]3[CH:26]=[CH:25][CH:24]=[C:23]([C:27]([F:30])([F:29])[F:28])[CH:22]=3)[C:11]3[CH2:31][CH2:32][C:33](=[O:34])[C:10]2=3)=[CH:5][CH:4]=1)#[N:2].C(N(CC)CC)C.F[B-](F)(F)F.C[N+](C)=C(N(C)C)ON1C2C=CC=CC=2N=N1.[CH2:64]([CH2:66][NH2:67])[OH:65], predict the reaction product. The product is: [C:1]([C:3]1[CH:8]=[CH:7][C:6]([CH:9]2[N:14]([CH:15]([CH3:19])[C:16]([NH:67][CH2:66][CH2:64][OH:65])=[O:18])[C:13](=[O:20])[N:12]([C:21]3[CH:26]=[CH:25][CH:24]=[C:23]([C:27]([F:28])([F:30])[F:29])[CH:22]=3)[C:11]3[CH2:31][CH2:32][C:33](=[O:34])[C:10]2=3)=[CH:5][CH:4]=1)#[N:2]. (4) Given the reactants Cl.[NH:2]1[C:6]2=[N:7][CH:8]=[CH:9][CH:10]=[C:5]2[CH:4]=[C:3]1[C:11]([OH:13])=[O:12].S(Cl)([Cl:16])=O.[CH3:18]O, predict the reaction product. The product is: [ClH:16].[NH:2]1[C:6]2=[N:7][CH:8]=[CH:9][CH:10]=[C:5]2[CH:4]=[C:3]1[C:11]([O:13][CH3:18])=[O:12]. (5) Given the reactants [CH3:1][N:2]1[CH:6]=[C:5]([NH:7][C:8]([C:10]2[CH:11]=[CH:12][C:13]3[CH:14]=[C:15]4[C:21](=[O:22])[NH:20][CH2:19][CH2:18][CH2:17][N:16]4[C:23]=3[N:24]=2)=[O:9])[N:4]=[C:3]1[C:25]([O:27]CC)=[O:26].[OH-].[Na+], predict the reaction product. The product is: [CH3:1][N:2]1[CH:6]=[C:5]([NH:7][C:8]([C:10]2[CH:11]=[CH:12][C:13]3[CH:14]=[C:15]4[C:21](=[O:22])[NH:20][CH2:19][CH2:18][CH2:17][N:16]4[C:23]=3[N:24]=2)=[O:9])[N:4]=[C:3]1[C:25]([OH:27])=[O:26]. (6) Given the reactants [CH3:1][C:2]1[C:11]([N+:12]([O-])=O)=[C:10]([NH:15][CH3:16])[CH:9]=[CH:8][C:3]=1[C:4]([O:6][CH3:7])=[O:5].[C:17](O)(=O)C, predict the reaction product. The product is: [CH3:17][N:15]1[C:10]2[CH:9]=[CH:8][C:3]([C:4]([O:6][CH3:7])=[O:5])=[C:2]([CH3:1])[C:11]=2[N:12]=[CH:16]1. (7) Given the reactants [Cl:1][C:2]1[CH:3]=[N:4][CH:5]=[C:6]([Cl:20])[C:7]=1[S:8][C:9]1[S:13][C:12]([C:14]([OH:16])=O)=[CH:11][C:10]=1[N+:17]([O-:19])=[O:18].[CH2:21]([N:23]1[CH:27]=[N:26][C:25]([NH2:28])=[N:24]1)[CH3:22], predict the reaction product. The product is: [Cl:20][C:6]1[CH:5]=[N:4][CH:3]=[C:2]([Cl:1])[C:7]=1[S:8][C:9]1[S:13][C:12]([C:14]([NH:28][C:25]2[N:26]=[CH:27][N:23]([CH2:21][CH3:22])[N:24]=2)=[O:16])=[CH:11][C:10]=1[N+:17]([O-:19])=[O:18]. (8) Given the reactants [Na].CCO.[CH3:5][O:6][C:7]1[CH:8]=[C:9]2[C:13](=[CH:14][CH:15]=1)[C:12](=O)[CH2:11][CH2:10]2.S([CH2:27][N+:28]#[C-])(C1C=CC(C)=CC=1)(=O)=O, predict the reaction product. The product is: [CH3:5][O:6][C:7]1[CH:8]=[C:9]2[C:13](=[CH:14][CH:15]=1)[CH:12]([C:27]#[N:28])[CH2:11][CH2:10]2.